This data is from Full USPTO retrosynthesis dataset with 1.9M reactions from patents (1976-2016). The task is: Predict the reactants needed to synthesize the given product. (1) Given the product [CH3:32][C:29]1([CH3:33])[O:28][C:27]2[CH:34]=[CH:35][C:24]([C@H:22]3[O:21][C:20](=[O:36])[N:19]([CH2:18][CH2:17][CH2:16][CH2:15][CH2:14][CH2:13][O:12][CH2:11][CH2:10][CH2:9][CH2:8][C:4]4[CH:3]=[C:2](/[CH:43]=[CH:42]/[S:39]([NH:38][CH3:37])(=[O:41])=[O:40])[CH:7]=[CH:6][CH:5]=4)[CH2:23]3)=[CH:25][C:26]=2[CH2:31][O:30]1, predict the reactants needed to synthesize it. The reactants are: Br[C:2]1[CH:3]=[C:4]([CH2:8][CH2:9][CH2:10][CH2:11][O:12][CH2:13][CH2:14][CH2:15][CH2:16][CH2:17][CH2:18][N:19]2[CH2:23][C@@H:22]([C:24]3[CH:35]=[CH:34][C:27]4[O:28][C:29]([CH3:33])([CH3:32])[O:30][CH2:31][C:26]=4[CH:25]=3)[O:21][C:20]2=[O:36])[CH:5]=[CH:6][CH:7]=1.[CH3:37][NH:38][S:39]([CH:42]=[CH2:43])(=[O:41])=[O:40].C1(C)C=CC=CC=1P(C1C=CC=CC=1C)C1C=CC=CC=1C.C(N(CC)CC)C. (2) Given the product [NH2:39][C@H:35]1[CH2:36][CH2:37][CH2:38][N:33]([C:6]2[N:7]([CH2:26][C:27]3[CH:28]=[CH:29][CH:30]=[CH:31][CH:32]=3)[C:8]3[C:13](=[O:14])[N:12]([CH2:15][C:16]([C:18]4[CH:23]=[CH:22][CH:21]=[C:20]([O:24][CH3:25])[CH:19]=4)=[O:17])[CH:11]=[N:10][C:9]=3[CH:5]=2)[CH2:34]1, predict the reactants needed to synthesize it. The reactants are: COC([C:5]1[C:9]2[N:10]=[CH:11][N:12]([CH2:15][C:16]([C:18]3[CH:23]=[CH:22][CH:21]=[C:20]([O:24][CH3:25])[CH:19]=3)=[O:17])[C:13](=[O:14])[C:8]=2[N:7]([CH2:26][C:27]2[CH:32]=[CH:31][CH:30]=[CH:29][CH:28]=2)[C:6]=1[N:33]1[CH2:38][CH2:37][CH2:36][C@H:35]([NH:39]C(OC(C)(C)C)=O)[CH2:34]1)=O.[OH-].[Li+]. (3) Given the product [C:1]([C:3]1[CH:4]=[C:5]([N:10]([CH2:15][C:16]2[CH:21]=[CH:20][CH:19]=[C:18]([C:26]3[CH:27]=[CH:28][N:23]=[CH:24][CH:25]=3)[CH:17]=2)[C:11](=[O:14])[CH2:12][CH3:13])[CH:6]=[C:7]([F:9])[CH:8]=1)#[N:2], predict the reactants needed to synthesize it. The reactants are: [C:1]([C:3]1[CH:4]=[C:5]([N:10]([CH2:15][C:16]2[CH:21]=[CH:20][CH:19]=[C:18](I)[CH:17]=2)[C:11](=[O:14])[CH2:12][CH3:13])[CH:6]=[C:7]([F:9])[CH:8]=1)#[N:2].[N:23]1[CH:28]=[CH:27][C:26](B(O)O)=[CH:25][CH:24]=1. (4) Given the product [I:5][C:6]1[CH:11]=[C:10]([CH3:12])[C:9]([NH2:13])=[CH:8][N:7]=1, predict the reactants needed to synthesize it. The reactants are: Cl[Sn]Cl.O.[I:5][C:6]1[CH:11]=[C:10]([CH3:12])[C:9]([N+:13]([O-])=O)=[CH:8][N:7]=1.[OH-].[Na+]. (5) The reactants are: [C:1]([O:5][C:6]1[CH:11]=[C:10]([C:12]2[C:20]3[C:15](=[N:16][CH:17]=[CH:18][CH:19]=3)[N:14](S(C3C=CC=CC=3)(=O)=O)[CH:13]=2)[CH:9]=[C:8]([Cl:30])[N:7]=1)([CH3:4])([CH3:3])[CH3:2].[OH-].[K+]. Given the product [C:1]([O:5][C:6]1[CH:11]=[C:10]([C:12]2[C:20]3[C:15](=[N:16][CH:17]=[CH:18][CH:19]=3)[NH:14][CH:13]=2)[CH:9]=[C:8]([Cl:30])[N:7]=1)([CH3:4])([CH3:2])[CH3:3], predict the reactants needed to synthesize it.